From a dataset of Catalyst prediction with 721,799 reactions and 888 catalyst types from USPTO. Predict which catalyst facilitates the given reaction. Reactant: [F:1][C:2]1[CH:7]=[CH:6][CH:5]=[CH:4][C:3]=1[C:8]1[CH:13]=[CH:12][C:11]([F:14])=[CH:10][C:9]=1[CH:15]([NH2:17])[CH3:16].[CH3:18][O:19][C:20]1[CH:25]=[CH:24][C:23]([S:26](Cl)(=[O:28])=[O:27])=[CH:22][CH:21]=1.N1C=CC=CC=1. Product: [F:1][C:2]1[CH:7]=[CH:6][CH:5]=[CH:4][C:3]=1[C:8]1[CH:13]=[CH:12][C:11]([F:14])=[CH:10][C:9]=1[CH:15]([NH:17][S:26]([C:23]1[CH:22]=[CH:21][C:20]([O:19][CH3:18])=[CH:25][CH:24]=1)(=[O:28])=[O:27])[CH3:16]. The catalyst class is: 4.